Dataset: Merck oncology drug combination screen with 23,052 pairs across 39 cell lines. Task: Regression. Given two drug SMILES strings and cell line genomic features, predict the synergy score measuring deviation from expected non-interaction effect. Drug 1: CCN(CC)CCNC(=O)c1c(C)[nH]c(C=C2C(=O)Nc3ccc(F)cc32)c1C. Drug 2: Cc1nc(Nc2ncc(C(=O)Nc3c(C)cccc3Cl)s2)cc(N2CCN(CCO)CC2)n1. Cell line: UWB1289. Synergy scores: synergy=1.84.